The task is: Predict the product of the given reaction.. This data is from Forward reaction prediction with 1.9M reactions from USPTO patents (1976-2016). (1) Given the reactants [OH:1][C:2]1[CH:7]=[C:6]([F:8])[C:5]([Br:9])=[CH:4][C:3]=1[F:10].C(=O)([O-])[O-].[K+].[K+].[CH2:17](Br)[C:18]1[CH:23]=[CH:22][CH:21]=[CH:20][CH:19]=1, predict the reaction product. The product is: [CH2:17]([O:1][C:2]1[CH:7]=[C:6]([F:8])[C:5]([Br:9])=[CH:4][C:3]=1[F:10])[C:18]1[CH:23]=[CH:22][CH:21]=[CH:20][CH:19]=1. (2) Given the reactants [CH:1]1([C:4]2[NH:8][C:7]3[C:9]([O:14][CH3:15])=[CH:10][CH:11]=[C:12]([NH2:13])[C:6]=3[N:5]=2)[CH2:3][CH2:2]1.C(N(CC)CC)C.[CH3:23][O:24][C:25]1[CH:30]=[CH:29][C:28]([NH:31][C:32](Cl)=[O:33])=[CH:27][CH:26]=1, predict the reaction product. The product is: [CH:1]1([C:4]2[NH:8][C:7]3[C:9]([O:14][CH3:15])=[CH:10][CH:11]=[C:12]([NH:13][C:32]([NH:31][C:28]4[CH:29]=[CH:30][C:25]([O:24][CH3:23])=[CH:26][CH:27]=4)=[O:33])[C:6]=3[N:5]=2)[CH2:3][CH2:2]1. (3) Given the reactants [Cl:1][C:2]1[CH:3]=[C:4]([CH:7]=[C:8]([O:10][C:11]2[CH:16]=[C:15]([CH2:17][N:18]3C(=O)C4C(=CC=CC=4)C3=O)[CH:14]=[CH:13][C:12]=2[Cl:29])[CH:9]=1)[C:5]#[N:6].O.NN, predict the reaction product. The product is: [NH2:18][CH2:17][C:15]1[CH:14]=[CH:13][C:12]([Cl:29])=[C:11]([O:10][C:8]2[CH:7]=[C:4]([CH:3]=[C:2]([Cl:1])[CH:9]=2)[C:5]#[N:6])[CH:16]=1. (4) Given the reactants [N:1]1[CH:6]=[CH:5][CH:4]=[N:3][C:2]=1[CH2:7][C:8]([OH:10])=O.[CH2:11]([C@@H:18]1[NH:23][CH2:22][CH2:21][N:20]([C:24]2[CH:29]=[CH:28][C:27]([O:30][CH3:31])=[C:26]([O:32][CH:33]3[CH2:36][CH2:35][CH2:34]3)[CH:25]=2)[CH2:19]1)[C:12]1[CH:17]=[CH:16][CH:15]=[CH:14][CH:13]=1, predict the reaction product. The product is: [CH2:11]([C@H:18]1[CH2:19][N:20]([C:24]2[CH:29]=[CH:28][C:27]([O:30][CH3:31])=[C:26]([O:32][CH:33]3[CH2:36][CH2:35][CH2:34]3)[CH:25]=2)[CH2:21][CH2:22][N:23]1[C:8](=[O:10])[CH2:7][C:2]1[N:1]=[CH:6][CH:5]=[CH:4][N:3]=1)[C:12]1[CH:13]=[CH:14][CH:15]=[CH:16][CH:17]=1. (5) Given the reactants [N+:1]([C:4]1[CH:5]=[C:6]([N:10]2[CH2:16][C:12]3([CH2:15][O:14][CH2:13]3)[CH2:11]2)[CH:7]=[CH:8][CH:9]=1)([O-])=O.[H][H], predict the reaction product. The product is: [CH2:13]1[C:12]2([CH2:11][N:10]([C:6]3[CH:5]=[C:4]([CH:9]=[CH:8][CH:7]=3)[NH2:1])[CH2:16]2)[CH2:15][O:14]1. (6) The product is: [CH3:1][C:2]1[CH:7]=[C:6]([C:8]2[CH:9]=[CH:10][C:11]3[N:17]4[CH2:18][C@H:14]([CH2:15][CH2:16]4)[N:13]([C:28]([NH:42][C:37]4[CH:38]=[CH:39][CH:40]=[C:41]5[C:36]=4[N:35]=[CH:34][CH:33]=[N:32]5)=[O:27])[C:12]=3[N:19]=2)[CH:5]=[CH:4][N:3]=1. Given the reactants [CH3:1][C:2]1[CH:7]=[C:6]([C:8]2[CH:9]=[CH:10][C:11]3[N:17]4[CH2:18][C@H:14]([CH2:15][CH2:16]4)[NH:13][C:12]=3[N:19]=2)[CH:5]=[CH:4][N:3]=1.C([O:27][C:28](Cl)(Cl)Cl)(OC(Cl)(Cl)Cl)=O.[N:32]1[C:41]2[CH:40]=[CH:39][CH:38]=[C:37]([NH2:42])[C:36]=2[N:35]=[CH:34][CH:33]=1.C(N(CC)CC)C, predict the reaction product. (7) Given the reactants [C:1]1([CH:7]([C:17]2[CH:25]=[CH:24][C:20]([N:21]([CH3:23])[CH3:22])=[CH:19][CH:18]=2)[C:8]2[CH:16]=[CH:15][C:11]([N:12]([CH3:14])[CH3:13])=[CH:10][CH:9]=2)[CH:6]=[CH:5][CH:4]=[CH:3][CH:2]=1.FC(F)(F)S(O[C:32]1[CH:37]=[CH:36][CH:35]=[CH:34]C=1[Si](C)(C)C)(=O)=O.[F-].[K+].C1O[CH2:62][CH2:61]OCCOCCOCCOCCOC1.[CH2:64]1[CH2:68]OC[CH2:65]1, predict the reaction product. The product is: [C:1]1([CH:7]([C:8]2[CH:16]=[CH:15][C:11]([N:12]([CH3:14])[C:13]3[CH:34]=[CH:35][CH:36]=[CH:37][CH:32]=3)=[CH:10][CH:9]=2)[C:17]2[CH:18]=[CH:19][C:20]([N:21]([C:23]3[CH:62]=[CH:61][CH:68]=[CH:64][CH:65]=3)[CH3:22])=[CH:24][CH:25]=2)[CH:2]=[CH:3][CH:4]=[CH:5][CH:6]=1.